From a dataset of Peptide-MHC class I binding affinity with 185,985 pairs from IEDB/IMGT. Regression. Given a peptide amino acid sequence and an MHC pseudo amino acid sequence, predict their binding affinity value. This is MHC class I binding data. (1) The peptide sequence is SSKGNCAIK. The MHC is HLA-A31:01 with pseudo-sequence HLA-A31:01. The binding affinity (normalized) is 0.291. (2) The peptide sequence is RGQYSGFVR. The MHC is HLA-A03:01 with pseudo-sequence HLA-A03:01. The binding affinity (normalized) is 0.0837.